Dataset: Forward reaction prediction with 1.9M reactions from USPTO patents (1976-2016). Task: Predict the product of the given reaction. Given the reactants [Br:1][C:2]1[C:3](=[O:38])[N:4]([CH2:22][C@H:23]([NH:30]C(OC(C)(C)C)=O)[C:24]2[CH:29]=[CH:28][CH:27]=[CH:26][CH:25]=2)[C:5](=[O:21])[N:6]([CH2:9][C:10]2[C:15]([C:16]([F:19])([F:18])[F:17])=[CH:14][CH:13]=[CH:12][C:11]=2[F:20])[C:7]=1[CH3:8], predict the reaction product. The product is: [Br:1][C:2]1[C:3](=[O:38])[N:4]([CH2:22][C@H:23]([NH2:30])[C:24]2[CH:29]=[CH:28][CH:27]=[CH:26][CH:25]=2)[C:5](=[O:21])[N:6]([CH2:9][C:10]2[C:15]([C:16]([F:19])([F:18])[F:17])=[CH:14][CH:13]=[CH:12][C:11]=2[F:20])[C:7]=1[CH3:8].